The task is: Predict the reaction yield, written as a fraction of the theoretical maximum amount of product (1.0 means a 100% yield; for example, 0.34 means a 34% yield).. This data is from Reaction yield outcomes from USPTO patents with 853,638 reactions. (1) The reactants are C(O[C:6]([N:8]1[CH2:13][CH2:12][N:11](C2C(=O)N(CC(C)C)N=C(C3C=CC(C)=C(F)C=3)C=2C)[CH2:10][CH2:9]1)=O)(C)(C)C.[F:34][C:35]1[CH:36]=[C:37]([C:43]2[CH:44]=[C:45]([CH2:60]OS(C)(=O)=O)[C:46](=[O:59])[N:47]([CH2:49][CH2:50][CH2:51][C:52]3[CH:57]=[CH:56][C:55]([F:58])=[CH:54][CH:53]=3)[N:48]=2)[CH:38]=[CH:39][C:40]=1[O:41][CH3:42].CN1CCNCC1. No catalyst specified. The product is [F:34][C:35]1[CH:36]=[C:37]([C:43]2[CH:44]=[C:45]([CH2:60][N:11]3[CH2:12][CH2:13][N:8]([CH3:6])[CH2:9][CH2:10]3)[C:46](=[O:59])[N:47]([CH2:49][CH2:50][CH2:51][C:52]3[CH:57]=[CH:56][C:55]([F:58])=[CH:54][CH:53]=3)[N:48]=2)[CH:38]=[CH:39][C:40]=1[O:41][CH3:42]. The yield is 0.793. (2) The reactants are [CH3:1][C:2]([O:4][C@@H:5]([CH2:10][N+:11]([CH3:14])([CH3:13])[CH3:12])[CH2:6][C:7]([O-:9])=[O:8])=[O:3].[Cl-:15].[CH:16]1[CH:17]=[CH:18][C:19]2[C:20](=[CH:22][C:23]([C:42]([OH:44])=[O:43])=[C:24](O)[C:25]=2[CH2:26][C:27]2[C:36]([OH:37])=[C:35]([C:38]([OH:40])=[O:39])[CH:34]=[C:33]3[C:28]=2[CH:29]=[CH:30][CH:31]=[CH:32]3)[CH:21]=1. The catalyst is C(OCC)C. The product is [Cl-:15].[C:2]([O:4][C@H:5]([CH2:6][C:7]([O:9][C:24]1[C:23]([C:42]([OH:44])=[O:43])=[CH:22][C:20]2[C:19](=[CH:18][CH:17]=[CH:16][CH:21]=2)[C:25]=1[CH2:26][C:27]1[C:28]2[C:33](=[CH:32][CH:31]=[CH:30][CH:29]=2)[CH:34]=[C:35]([C:38]([OH:40])=[O:39])[C:36]=1[OH:37])=[O:8])[CH2:10][N+:11]([CH3:12])([CH3:14])[CH3:13])(=[O:3])[CH3:1]. The yield is 0.197. (3) The reactants are [Cl:1][C:2]1[CH:7]=[CH:6][C:5]([CH:8]([CH2:13][N+:14]([O-])=O)[CH2:9][N+:10]([O-])=O)=[CH:4][CH:3]=1.[H][H]. The product is [Cl:1][C:2]1[CH:3]=[CH:4][C:5]([CH:8]([CH2:13][NH2:14])[CH2:9][NH2:10])=[CH:6][CH:7]=1. The catalyst is CO.[Pt](=O)=O. The yield is 1.00. (4) The product is [F:10][C:11]1[CH:19]=[CH:18][CH:17]=[C:16]([C:20]([F:23])([F:22])[F:21])[C:12]=1[C:13]([N:66]1[CH2:65][CH2:64][N:63]([C:46](=[O:45])[CH2:47][NH:48][C:49]([C:51]2[CH:56]=[CH:55][C:54]([C:57]3[CH:62]=[CH:61][CH:60]=[CH:59][CH:58]=3)=[CH:53][CH:52]=2)=[O:50])[CH2:68][CH2:67]1)=[O:15]. The yield is 0.508. The reactants are CCN(C(C)C)C(C)C.[F:10][C:11]1[CH:19]=[CH:18][CH:17]=[C:16]([C:20]([F:23])([F:22])[F:21])[C:12]=1[C:13]([OH:15])=O.C1C=CC2N(O)N=NC=2C=1.CCN=C=NCCCN(C)C.[O:45]=[C:46]([N:63]1[CH2:68][CH2:67][NH:66][CH2:65][CH2:64]1)[CH2:47][NH:48][C:49]([C:51]1[CH:56]=[CH:55][C:54]([C:57]2[CH:62]=[CH:61][CH:60]=[CH:59][CH:58]=2)=[CH:53][CH:52]=1)=[O:50]. The catalyst is CN(C=O)C.O.